From a dataset of Forward reaction prediction with 1.9M reactions from USPTO patents (1976-2016). Predict the product of the given reaction. The product is: [F:15][C:9]1[CH:10]=[C:11]([F:14])[CH:12]=[CH:13][C:8]=1[C:6]1[C:5]([F:16])=[CH:4][N:3]=[C:2]([NH:25][C:24]2[CH:26]=[CH:27][CH:28]=[C:22]([CH2:21][S:18]([CH3:17])(=[O:20])=[O:19])[CH:23]=2)[N:7]=1. Given the reactants Cl[C:2]1[N:7]=[C:6]([C:8]2[CH:13]=[CH:12][C:11]([F:14])=[CH:10][C:9]=2[F:15])[C:5]([F:16])=[CH:4][N:3]=1.[CH3:17][S:18]([CH2:21][C:22]1[CH:23]=[C:24]([CH:26]=[CH:27][CH:28]=1)[NH2:25])(=[O:20])=[O:19], predict the reaction product.